This data is from Full USPTO retrosynthesis dataset with 1.9M reactions from patents (1976-2016). The task is: Predict the reactants needed to synthesize the given product. Given the product [CH2:36]([C:33]1[CH:34]=[CH:35][C:30]([N:14]2[CH2:15][C:16]3[C:17](=[N:18][C:19]([NH:22][C:23]4[CH:28]=[CH:27][C:26]([F:29])=[CH:25][CH:24]=4)=[N:20][CH:21]=3)[N:12]([C@H:9]3[CH2:10][CH2:11][C@H:7]([OH:6])[CH2:8]3)[C:13]2=[O:38])=[CH:31][CH:32]=1)[CH3:37], predict the reactants needed to synthesize it. The reactants are: C([Si](C)(C)[O:6][C@H:7]1[CH2:11][CH2:10][C@H:9]([N:12]2[C:17]3=[N:18][C:19]([NH:22][C:23]4[CH:28]=[CH:27][C:26]([F:29])=[CH:25][CH:24]=4)=[N:20][CH:21]=[C:16]3[CH2:15][N:14]([C:30]3[CH:35]=[CH:34][C:33]([CH2:36][CH3:37])=[CH:32][CH:31]=3)[C:13]2=[O:38])[CH2:8]1)(C)(C)C.N1C=CC=CC=1.F.